Dataset: Forward reaction prediction with 1.9M reactions from USPTO patents (1976-2016). Task: Predict the product of the given reaction. (1) Given the reactants [OH:1][C:2]1[CH:28]=[CH:27][C:5]([C:6]([C:8]2[CH:26]=[CH:25][C:11]([O:12][CH:13]3[CH2:17][CH2:16][N:15](C(OC(C)(C)C)=O)[CH2:14]3)=[CH:10][CH:9]=2)=O)=[CH:4][CH:3]=1.[C:29]([C:33]1[CH:38]=[CH:37][CH:36]=[CH:35][CH:34]=1)(=O)[CH2:30][CH3:31], predict the reaction product. The product is: [C:33]1([C:29]([CH2:30][CH3:31])=[C:6]([C:5]2[CH:4]=[CH:3][C:2]([OH:1])=[CH:28][CH:27]=2)[C:8]2[CH:9]=[CH:10][C:11]([O:12][CH:13]3[CH2:17][CH2:16][NH:15][CH2:14]3)=[CH:25][CH:26]=2)[CH:38]=[CH:37][CH:36]=[CH:35][CH:34]=1. (2) The product is: [NH2:14][C:15]1[CH:23]=[CH:22][C:18]([C:19]([N:3]([CH3:4])[CH3:2])=[O:20])=[CH:17][C:16]=1[Cl:24]. Given the reactants C[CH2:2][N:3](C(C)C)[CH:4](C)C.Cl.CNC.[NH2:14][C:15]1[CH:23]=[CH:22][C:18]([C:19](O)=[O:20])=[CH:17][C:16]=1[Cl:24].CN(C(ON1N=NC2C=CC=NC1=2)=[N+](C)C)C.F[P-](F)(F)(F)(F)F, predict the reaction product. (3) Given the reactants [N+:1]([C:4]1[CH:9]=[CH:8][CH:7]=[CH:6][C:5]=1[S:10]([NH:13][CH2:14][CH2:15][CH2:16][CH2:17][CH2:18][CH2:19][NH:20][C:21]([CH:23]1[CH2:32][CH2:31][C:30]2[C:25](=[CH:26][CH:27]=[CH:28][CH:29]=2)[CH2:24]1)=O)(=[O:12])=[O:11])([O-])=O.B, predict the reaction product. The product is: [CH2:24]1[C:25]2[C:30](=[CH:29][CH:28]=[CH:27][CH:26]=2)[CH2:31][CH2:32][CH:23]1[CH2:21][NH:20][CH2:19][CH2:18][CH2:17][CH2:16][CH2:15][CH2:14][NH:13][S:10]([C:5]1[CH:6]=[CH:7][CH:8]=[CH:9][C:4]=1[NH2:1])(=[O:12])=[O:11]. (4) Given the reactants [CH3:1][O:2][C:3]1[CH:49]=[CH:48][C:6]([CH2:7][N:8]([CH2:39][C:40]2[CH:45]=[CH:44][C:43]([O:46][CH3:47])=[CH:42][CH:41]=2)[C:9]2[N:14]=[CH:13][C:12]([C:15]3[C:16]4[CH2:29][CH2:28][N:27]([C:30]5[CH:38]=[CH:37][C:33]([C:34](O)=[O:35])=[CH:32][CH:31]=5)[C:17]=4[N:18]=[C:19]([N:21]4[CH2:26][CH2:25][O:24][CH2:23][CH2:22]4)[N:20]=3)=[CH:11][N:10]=2)=[CH:5][CH:4]=1.[NH2:50][CH2:51][CH2:52][C:53]1[CH:54]=[N:55][CH:56]=[CH:57][CH:58]=1, predict the reaction product. The product is: [CH3:47][O:46][C:43]1[CH:44]=[CH:45][C:40]([CH2:39][N:8]([CH2:7][C:6]2[CH:5]=[CH:4][C:3]([O:2][CH3:1])=[CH:49][CH:48]=2)[C:9]2[N:10]=[CH:11][C:12]([C:15]3[C:16]4[CH2:29][CH2:28][N:27]([C:30]5[CH:38]=[CH:37][C:33]([C:34]([NH:50][CH2:51][CH2:52][C:53]6[CH:54]=[N:55][CH:56]=[CH:57][CH:58]=6)=[O:35])=[CH:32][CH:31]=5)[C:17]=4[N:18]=[C:19]([N:21]4[CH2:26][CH2:25][O:24][CH2:23][CH2:22]4)[N:20]=3)=[CH:13][N:14]=2)=[CH:41][CH:42]=1. (5) Given the reactants [CH:1]([C:3]1[N:4]=[C:5]([C:19]2[CH:24]=[CH:23][CH:22]=[CH:21][CH:20]=2)[N:6]([CH:8]([C:13]2[CH:18]=[CH:17][CH:16]=[CH:15][CH:14]=2)[C:9]([O:11]C)=O)[CH:7]=1)=O.CO.[CH3:27][NH2:28].[BH4-].[Na+].[ClH:31].C(=O)([O-])O.[Na+], predict the reaction product. The product is: [ClH:31].[ClH:31].[CH3:27][NH:28][CH2:1][C:3]1[N:4]=[C:5]([C:19]2[CH:24]=[CH:23][CH:22]=[CH:21][CH:20]=2)[N:6]([CH:8]([C:13]2[CH:18]=[CH:17][CH:16]=[CH:15][CH:14]=2)[CH2:9][OH:11])[CH:7]=1. (6) Given the reactants [OH:1][C:2]1[N:6]([C:7]2[CH:12]=[C:11]([C:13]#[N:14])[CH:10]=[CH:9][N:8]=2)[N:5]=[CH:4][CH:3]=1.[CH:15]1([C:18]2[CH:23]=[CH:22][C:21]([CH2:24]O)=[CH:20][C:19]=2[F:26])[CH2:17][CH2:16]1, predict the reaction product. The product is: [CH:15]1([C:18]2[CH:23]=[CH:22][C:21]([CH2:24][O:1][C:2]3[N:6]([C:7]4[CH:12]=[C:11]([C:13]#[N:14])[CH:10]=[CH:9][N:8]=4)[N:5]=[CH:4][CH:3]=3)=[CH:20][C:19]=2[F:26])[CH2:17][CH2:16]1. (7) Given the reactants [CH3:1][O:2][C:3]1[C:4]([N+:16]([O-:18])=[O:17])=[C:5]2[C:10](=[CH:11][C:12]=1[O:13][CH3:14])[N:9]=[CH:8][NH:7][C:6]2=O.[NH2:19][C:20]1[CH:25]=[CH:24][CH:23]=[CH:22][CH:21]=1, predict the reaction product. The product is: [CH3:1][O:2][C:3]1[C:4]([N+:16]([O-:18])=[O:17])=[C:5]2[C:10](=[CH:11][C:12]=1[O:13][CH3:14])[N:9]=[CH:8][N:7]=[C:6]2[NH:19][C:20]1[CH:25]=[CH:24][CH:23]=[CH:22][CH:21]=1. (8) The product is: [O:2]([CH2:9][CH2:10][CH2:11][CH2:12][S:13]([Cl:19])(=[O:16])=[O:14])[C:3]1[CH:8]=[CH:7][CH:6]=[CH:5][CH:4]=1.[Na+:1].[O:2]([CH2:9][CH2:10][CH2:11][CH2:12][S:13]([O-:16])(=[O:14])=[O:15])[C:3]1[CH:4]=[CH:5][CH:6]=[CH:7][CH:8]=1. Given the reactants [Na+:1].[O:2]([CH2:9][CH2:10][CH2:11][CH2:12][S:13]([O-:16])(=[O:15])=[O:14])[C:3]1[CH:8]=[CH:7][CH:6]=[CH:5][CH:4]=1.S(Cl)([Cl:19])=O.CN(C=O)C, predict the reaction product.